From a dataset of Volume of distribution at steady state (VDss) regression data from Lombardo et al.. Regression/Classification. Given a drug SMILES string, predict its absorption, distribution, metabolism, or excretion properties. Task type varies by dataset: regression for continuous measurements (e.g., permeability, clearance, half-life) or binary classification for categorical outcomes (e.g., BBB penetration, CYP inhibition). For this dataset (vdss_lombardo), we predict log10(VDss) (log10 of volume of distribution in L/kg). (1) The molecule is CCOc1ncc(S(=O)(=O)N2CC[NH+](CC)CC2)cc1-c1nc(=O)c2nn(CCOC)c(CC)c2[n-]1. The log10(VDss) is 0.380. (2) The drug is OCCN1CC(O)C(O)C(O)C1CO. The log10(VDss) is -0.550. (3) The compound is O=C(c1ccc(F)c(F)c1Nc1ccc(I)cc1F)N1CC(O)(C2CCCC[NH2+]2)C1. The log10(VDss) is 1.19.